From a dataset of Forward reaction prediction with 1.9M reactions from USPTO patents (1976-2016). Predict the product of the given reaction. (1) Given the reactants [CH2:1]([O:8][C:9]1[CH:10]=[C:11]2[C:16](=[CH:17][CH:18]=1)[C:15]([O:19]S(C)(=O)=O)=[C:14]([C:24]1[CH:29]=[CH:28][C:27]([F:30])=[CH:26][CH:25]=1)[CH:13]=[CH:12]2)[C:2]1[CH:7]=[CH:6][CH:5]=[CH:4][CH:3]=1.[OH-].[Na+].C(OCC)(=O)C, predict the reaction product. The product is: [CH2:1]([O:8][C:9]1[CH:10]=[C:11]2[C:16](=[CH:17][CH:18]=1)[C:15]([OH:19])=[C:14]([C:24]1[CH:25]=[CH:26][C:27]([F:30])=[CH:28][CH:29]=1)[CH:13]=[CH:12]2)[C:2]1[CH:3]=[CH:4][CH:5]=[CH:6][CH:7]=1. (2) Given the reactants C(O[C:9](=[O:39])[C@@H:10]([NH:31][C:32]([O:34][C:35]([CH3:38])([CH3:37])[CH3:36])=[O:33])[CH2:11][CH2:12][C:13]1[N:17]([C:18]2[CH:23]=[CH:22][C:21]([F:24])=[CH:20][CH:19]=2)[C:16]2[CH:25]=[C:26]([CH3:30])[C:27]([CH3:29])=[CH:28][C:15]=2[N:14]=1)C1C=CC=CC=1.CCN=C=NCCCN(C)C.Cl.[C:52]([O:71][NH2:72])([C:65]1[CH:70]=[CH:69][CH:68]=[CH:67][CH:66]=1)([C:59]1[CH:64]=[CH:63][CH:62]=[CH:61][CH:60]=1)[C:53]1[CH:58]=[CH:57][CH:56]=[CH:55][CH:54]=1, predict the reaction product. The product is: [C:35]([O:34][C:32]([NH:31][C@@H:10]([CH2:11][CH2:12][C:13]1[N:17]([C:18]2[CH:23]=[CH:22][C:21]([F:24])=[CH:20][CH:19]=2)[C:16]2[CH:25]=[C:26]([CH3:30])[C:27]([CH3:29])=[CH:28][C:15]=2[N:14]=1)[C:9]([NH:72][O:71][C:52]([C:53]1[CH:58]=[CH:57][CH:56]=[CH:55][CH:54]=1)([C:65]1[CH:66]=[CH:67][CH:68]=[CH:69][CH:70]=1)[C:59]1[CH:60]=[CH:61][CH:62]=[CH:63][CH:64]=1)=[O:39])=[O:33])([CH3:36])([CH3:37])[CH3:38]. (3) Given the reactants Br[C:2]1[CH:11]=[C:10]2[C:5]([NH:6][CH2:7][CH:8]([CH3:13])[N:9]2[CH3:12])=[CH:4][C:3]=1[C:14]#[N:15].[CH3:16][N:17]1[CH:21]=[C:20](B2OC(C)(C)C(C)(C)O2)[CH:19]=[N:18]1.C(=O)([O-])[O-].[Na+].[Na+].C1(P(C2CCCCC2)C2C=CC=CC=2C2C(C(C)C)=CC(C(C)C)=CC=2C(C)C)CCCCC1, predict the reaction product. The product is: [CH3:12][N:9]1[C:10]2[C:5](=[CH:4][C:3]([C:14]#[N:15])=[C:2]([C:20]3[CH:19]=[N:18][N:17]([CH3:16])[CH:21]=3)[CH:11]=2)[NH:6][CH2:7][CH:8]1[CH3:13]. (4) Given the reactants [OH:1][CH:2]([CH2:6][CH2:7][CH2:8][CH3:9])[C:3]([OH:5])=[O:4].[H-].[Na+].I[CH3:13], predict the reaction product. The product is: [CH3:13][O:1][CH:2]([CH2:6][CH2:7][CH2:8][CH3:9])[C:3]([OH:5])=[O:4]. (5) Given the reactants [Br:1][C:2]1[CH:3]=[C:4]2[C:8](=[CH:9][CH:10]=1)[NH:7][C:6](=[O:11])[C:5]2([OH:13])[CH3:12].[CH3:14]C(C)([O-])C.[K+].COS(C1C=CC(C)=CC=1)(=O)=O.[Cl-].[NH4+], predict the reaction product. The product is: [Br:1][C:2]1[CH:3]=[C:4]2[C:8](=[CH:9][CH:10]=1)[NH:7][C:6](=[O:11])[C:5]2([O:13][CH3:14])[CH3:12]. (6) Given the reactants [F:1][C:2]1[CH:3]=[C:4]([NH:9][C:10](=O)OCC(C)C)[CH:5]=[CH:6][C:7]=1[I:8].C[Si](C)(C)[N-][Si](C)(C)C.[Li+].[C:27]([O:32][CH2:33][C@@H:34]1[O:36]C1)(=[O:31])CCC, predict the reaction product. The product is: [F:1][C:2]1[CH:3]=[C:4]([N:9]2[CH2:10][C@H:33]([CH2:34][OH:36])[O:32][C:27]2=[O:31])[CH:5]=[CH:6][C:7]=1[I:8]. (7) Given the reactants [H-].[Na+].[OH:3][C:4]1[CH:13]=[CH:12][C:7]([C:8]([O:10][CH3:11])=[O:9])=[CH:6][C:5]=1[O:14][CH3:15].FC(F)(F)S(O[CH2:22][CH2:23][O:24][C:25]([F:28])([F:27])[F:26])(=O)=O, predict the reaction product. The product is: [CH3:15][O:14][C:5]1[CH:6]=[C:7]([CH:12]=[CH:13][C:4]=1[O:3][CH2:22][CH2:23][O:24][C:25]([F:28])([F:27])[F:26])[C:8]([O:10][CH3:11])=[O:9]. (8) Given the reactants [CH3:1][O:2][CH2:3][CH2:4][O:5][C:6]1[CH:7]=[C:8]2[C:13](=[CH:14][CH:15]=1)[CH2:12][NH:11][CH2:10][CH2:9]2.Cl[C:17]1[C:26]2[C:21](=[CH:22][C:23]([O:29][CH3:30])=[C:24]([O:27][CH3:28])[CH:25]=2)[N:20]=[CH:19][N:18]=1.C(=O)([O-])[O-].[K+].[K+], predict the reaction product. The product is: [CH3:28][O:27][C:24]1[CH:25]=[C:26]2[C:21](=[CH:22][C:23]=1[O:29][CH3:30])[N:20]=[CH:19][N:18]=[C:17]2[N:11]1[CH2:10][CH2:9][C:8]2[C:13](=[CH:14][CH:15]=[C:6]([O:5][CH2:4][CH2:3][O:2][CH3:1])[CH:7]=2)[CH2:12]1.